Dataset: Catalyst prediction with 721,799 reactions and 888 catalyst types from USPTO. Task: Predict which catalyst facilitates the given reaction. Reactant: [C:1]([O:5][C:6]([N:8]([CH2:26][C:27]([O:29][C:30]([CH3:33])([CH3:32])[CH3:31])=[O:28])[C:9]1[CH:14]=[CH:13][CH:12]=[C:11]([CH2:15][NH:16][S:17]([C:20]2[CH:25]=[CH:24][CH:23]=[CH:22][N:21]=2)(=[O:19])=[O:18])[N:10]=1)=[O:7])([CH3:4])([CH3:3])[CH3:2].[CH2:34]([O:37][CH2:38][C:39]1([C:42]2[CH:49]=[CH:48][C:45]([CH2:46]O)=[CH:44][CH:43]=2)[CH2:41][CH2:40]1)[CH2:35][CH3:36].C(P(CCCC)CCCC)CCC.CN(C)C(N=NC(N(C)C)=O)=O. Product: [C:1]([O:5][C:6]([N:8]([CH2:26][C:27]([O:29][C:30]([CH3:33])([CH3:32])[CH3:31])=[O:28])[C:9]1[CH:14]=[CH:13][CH:12]=[C:11]([CH:15]([CH2:46][C:45]2[CH:48]=[CH:49][C:42]([C:39]3([CH2:38][O:37][CH2:34][CH2:35][CH3:36])[CH2:41][CH2:40]3)=[CH:43][CH:44]=2)[NH:16][S:17]([C:20]2[CH:25]=[CH:24][CH:23]=[CH:22][N:21]=2)(=[O:19])=[O:18])[N:10]=1)=[O:7])([CH3:4])([CH3:3])[CH3:2]. The catalyst class is: 7.